Dataset: Catalyst prediction with 721,799 reactions and 888 catalyst types from USPTO. Task: Predict which catalyst facilitates the given reaction. (1) Reactant: [C:1]([O:5][C:6](=[O:25])[NH:7][CH:8]([C:18]1[CH:23]=[CH:22][C:21]([Cl:24])=[CH:20][CH:19]=1)[C:9]([C:11]1[CH:16]=[CH:15][C:14]([OH:17])=[CH:13][CH:12]=1)=[O:10])([CH3:4])([CH3:3])[CH3:2].C1(P(C2C=CC=CC=2)C2C=CC=CC=2)C=CC=CC=1.[O:45]1[CH2:50][CH2:49][CH2:48][CH:47](O)[CH2:46]1.N(C(OC(C)(C)C)=O)=NC(OC(C)(C)C)=O. Product: [C:1]([O:5][C:6](=[O:25])[NH:7][CH:8]([C:18]1[CH:19]=[CH:20][C:21]([Cl:24])=[CH:22][CH:23]=1)[C:9](=[O:10])[C:11]1[CH:16]=[CH:15][C:14]([O:17][CH:47]2[CH2:48][CH2:49][CH2:50][O:45][CH2:46]2)=[CH:13][CH:12]=1)([CH3:4])([CH3:2])[CH3:3]. The catalyst class is: 7. (2) Product: [Cl:1][C:2]1[N:7]=[C:6]([NH:8][C@H:9]2[CH2:14][CH2:13][C@H:12]([NH:15][C:16](=[O:22])[O:17][C:18]([CH3:21])([CH3:20])[CH3:19])[CH2:11][CH2:10]2)[CH:5]=[C:4]([C:23]2[C:31]3[C:26](=[N:27][CH:28]=[C:29]([O:32][CH2:47][CH3:48])[CH:30]=3)[N:25]([S:33]([C:36]3[CH:41]=[CH:40][CH:39]=[CH:38][CH:37]=3)(=[O:35])=[O:34])[CH:24]=2)[CH:3]=1. Reactant: [Cl:1][C:2]1[N:7]=[C:6]([NH:8][C@H:9]2[CH2:14][CH2:13][C@H:12]([NH:15][C:16](=[O:22])[O:17][C:18]([CH3:21])([CH3:20])[CH3:19])[CH2:11][CH2:10]2)[CH:5]=[C:4]([C:23]2[C:31]3[C:26](=[N:27][CH:28]=[C:29]([OH:32])[CH:30]=3)[N:25]([S:33]([C:36]3[CH:41]=[CH:40][CH:39]=[CH:38][CH:37]=3)(=[O:35])=[O:34])[CH:24]=2)[CH:3]=1.N(C(OC(C)(C)C)=O)=NC(O[C:47](C)(C)[CH3:48])=O.C1(P(C2C=CC=CC=2)C2C=CC=CC=2)C=CC=CC=1.C(O)C. The catalyst class is: 1. (3) Reactant: [F:1][CH:2]1[C:7](=O)[CH2:6][CH2:5][N:4]([C:9]([O:11][CH2:12][C:13]2[CH:18]=[CH:17][C:16]([CH3:19])=[CH:15][CH:14]=2)=[O:10])[CH2:3]1.[C:20]([CH:25]=P(C1C=CC=CC=1)(C1C=CC=CC=1)C1C=CC=CC=1)([O:22][CH2:23][CH3:24])=[O:21]. Product: [CH2:23]([O:22][C:20](=[O:21])/[CH:25]=[C:7]1\[CH:2]([F:1])[CH2:3][N:4]([C:9]([O:11][CH2:12][C:13]2[CH:18]=[CH:17][C:16]([CH3:19])=[CH:15][CH:14]=2)=[O:10])[CH2:5][CH2:6]\1)[CH3:24]. The catalyst class is: 11.